This data is from Peptide-MHC class II binding affinity with 134,281 pairs from IEDB. The task is: Regression. Given a peptide amino acid sequence and an MHC pseudo amino acid sequence, predict their binding affinity value. This is MHC class II binding data. The peptide sequence is FESTGNLIAPEYGFKISY. The MHC is DRB1_0301 with pseudo-sequence DRB1_0301. The binding affinity (normalized) is 0.